From a dataset of Full USPTO retrosynthesis dataset with 1.9M reactions from patents (1976-2016). Predict the reactants needed to synthesize the given product. (1) Given the product [CH2:23]([O:22][C@@H:5]([CH2:6][C:7]1[CH:8]=[CH:9][C:10]([O:13][CH2:14][C:15]2[S:16][C:17]([C:37]3[CH:36]=[CH:35][C:34]([C:31]4[N:32]=[N:33][N:29]([CH:26]([CH3:28])[CH3:27])[N:30]=4)=[CH:39][CH:38]=3)=[CH:18][C:19]=2[CH3:20])=[CH:11][CH:12]=1)[C:4]([OH:3])=[O:25])[CH3:24], predict the reactants needed to synthesize it. The reactants are: C([O:3][C:4](=[O:25])[C@@H:5]([O:22][CH2:23][CH3:24])[CH2:6][C:7]1[CH:12]=[CH:11][C:10]([O:13][CH2:14][C:15]2[S:16][C:17](Br)=[CH:18][C:19]=2[CH3:20])=[CH:9][CH:8]=1)C.[CH:26]([N:29]1[N:33]=[N:32][C:31]([C:34]2[CH:39]=[CH:38][C:37](B3OC(C)(C)C(C)(C)O3)=[CH:36][CH:35]=2)=[N:30]1)([CH3:28])[CH3:27]. (2) Given the product [N:29]1([C:14]([C@@H:10]2[CH2:11][CH2:12][CH2:13][N:8]([C:6]([O:5][C:1]([CH3:2])([CH3:3])[CH3:4])=[O:7])[CH2:9]2)=[O:16])[CH2:33][CH2:32][CH2:31][CH2:30]1, predict the reactants needed to synthesize it. The reactants are: [C:1]([O:5][C:6]([N:8]1[CH2:13][CH2:12][CH2:11][C@@H:10]([C:14]([OH:16])=O)[CH2:9]1)=[O:7])([CH3:4])([CH3:3])[CH3:2].C(N1C=CN=C1)(N1C=CN=C1)=O.[NH:29]1[CH2:33][CH2:32][CH2:31][CH2:30]1. (3) Given the product [F:1][C:2]1[CH:3]=[CH:4][CH:5]=[C:6]2[C:10]=1[N:9]([C@@H:23]([C:19]1[CH:20]=[CH:21][CH:22]=[C:17]([Cl:16])[CH:18]=1)[C@H:24]([OH:25])[CH2:26][OH:27])[C:8](=[O:11])[C:7]2([CH3:13])[CH3:12], predict the reactants needed to synthesize it. The reactants are: [F:1][C:2]1[CH:3]=[CH:4][CH:5]=[C:6]2[C:10]=1[NH:9][C:8](=[O:11])[C:7]2([CH3:13])[CH3:12].[H-].[Na+].[Cl:16][C:17]1[CH:18]=[C:19]([C@H:23]2[O:25][C@@H:24]2[CH2:26][OH:27])[CH:20]=[CH:21][CH:22]=1.[Na].N1C2C(=CC=CC=2)CC1=O. (4) Given the product [Cl:1][C:2]1[C:7]([N:8]2[CH2:13][CH2:12][N:11]([CH2:42][CH:43]([OH:44])[CH3:45])[CH2:10][C:9]2=[O:14])=[CH:6][C:5]([C:15]#[N:16])=[CH:4][C:3]=1[NH:17][C:18]1[N:23]=[C:22]([NH:24][CH:34]2[CH2:36][CH2:35]2)[C:21]2=[N:37][CH:38]=[C:39]([C:40]#[N:41])[N:20]2[N:19]=1, predict the reactants needed to synthesize it. The reactants are: [Cl:1][C:2]1[C:7]([N:8]2[CH2:13][CH2:12][NH:11][CH2:10][C:9]2=[O:14])=[CH:6][C:5]([C:15]#[N:16])=[CH:4][C:3]=1[NH:17][C:18]1[N:23]=[C:22]([N:24]([CH:34]2[CH2:36][CH2:35]2)CC2C=CC(OC)=CC=2)[C:21]2=[N:37][CH:38]=[C:39]([C:40]#[N:41])[N:20]2[N:19]=1.[CH3:42][CH:43]1[CH2:45][O:44]1.C(O)(C(F)(F)F)=O.